From a dataset of Full USPTO retrosynthesis dataset with 1.9M reactions from patents (1976-2016). Predict the reactants needed to synthesize the given product. (1) Given the product [Cl:12][C:8]1[CH:7]=[C:6]2[C:11]([C:2]([NH:13][CH2:14][CH2:15][C:16]([OH:18])=[O:17])=[CH:3][CH:4]=[N:5]2)=[CH:10][CH:9]=1, predict the reactants needed to synthesize it. The reactants are: Cl[C:2]1[C:11]2[C:6](=[CH:7][C:8]([Cl:12])=[CH:9][CH:10]=2)[N:5]=[CH:4][CH:3]=1.[NH2:13][CH2:14][CH2:15][C:16]([OH:18])=[O:17].C1(O)C=CC=CC=1. (2) Given the product [CH2:1]([O:3][C:4]1[CH:13]=[C:12]2[C:7]([C:8](=[O:14])[NH:9][CH:10]=[N:11]2)=[CH:6][C:5]=1[O:15][C:16](=[O:18])[CH3:17])[CH3:2], predict the reactants needed to synthesize it. The reactants are: [CH2:1]([O:3][C:4]1[CH:13]=[C:12]2[C:7]([C:8](=[O:14])[NH:9][CH:10]=[N:11]2)=[CH:6][C:5]=1[OH:15])[CH3:2].[C:16](OC(=O)C)(=[O:18])[CH3:17].